Dataset: Peptide-MHC class II binding affinity with 134,281 pairs from IEDB. Task: Regression. Given a peptide amino acid sequence and an MHC pseudo amino acid sequence, predict their binding affinity value. This is MHC class II binding data. (1) The peptide sequence is NGDGDVVAVDIKEKG. The MHC is DRB1_0101 with pseudo-sequence DRB1_0101. The binding affinity (normalized) is 0.141. (2) The peptide sequence is IHKASTVLAFPAGVC. The MHC is HLA-DPA10201-DPB11401 with pseudo-sequence HLA-DPA10201-DPB11401. The binding affinity (normalized) is 0.377.